Dataset: Reaction yield outcomes from USPTO patents with 853,638 reactions. Task: Predict the reaction yield, written as a fraction of the theoretical maximum amount of product (1.0 means a 100% yield; for example, 0.34 means a 34% yield). (1) The yield is 0.964. The reactants are [CH2:1]([N:3]=[C:4]=[O:5])[CH3:2].[N:6]1([CH2:11][CH2:12][CH2:13][NH2:14])[CH2:10][CH2:9][CH2:8][CH2:7]1. The catalyst is C(Cl)(Cl)Cl. The product is [CH2:1]([NH:3][C:4]([NH:14][CH2:13][CH2:12][CH2:11][N:6]1[CH2:10][CH2:9][CH2:8][CH2:7]1)=[O:5])[CH3:2]. (2) The reactants are Cl[C:2]1[C:7]([C:8]#[N:9])=[C:6]([NH:10][CH3:11])[C:5]([N+:12]([O-:14])=[O:13])=[CH:4][CH:3]=1.[O:15]=[C:16]1[CH2:20][CH2:19][CH2:18][CH:17]1[C:21]([O:23][CH2:24][CH3:25])=[O:22].C([O-])([O-])=O.[K+].[K+]. The catalyst is CN(C=O)C.[NH4+].[Cl-]. The product is [C:8]([C:7]1[C:6]([NH:10][CH3:11])=[C:5]([N+:12]([O-:14])=[O:13])[CH:4]=[CH:3][C:2]=1[C:17]1([C:21]([O:23][CH2:24][CH3:25])=[O:22])[CH2:18][CH2:19][CH2:20][C:16]1=[O:15])#[N:9]. The yield is 0.400. (3) The reactants are [CH3:1][O:2][C:3]1[C:7]2[C:8](=[O:25])[N:9]([CH2:16][C:17](=[O:24])[C:18]3[CH:23]=[CH:22][CH:21]=[CH:20][CH:19]=3)[C:10]3[CH:11]=[CH:12][CH:13]=[CH:14][C:15]=3[C:6]=2[N:5]([CH3:26])[C:4]=1[C:27]([NH:29][CH:30]1[CH2:35][CH2:34][N:33]([C:36]2[CH:41]=[CH:40][N:39]=[CH:38][CH:37]=2)[CH2:32][CH2:31]1)=[O:28].C(OC(=O)C)C.[ClH:48].C(OCC)(=O)C. The catalyst is CO. The product is [ClH:48].[CH3:1][O:2][C:3]1[C:7]2[C:8](=[O:25])[N:9]([CH2:16][C:17](=[O:24])[C:18]3[CH:19]=[CH:20][CH:21]=[CH:22][CH:23]=3)[C:10]3[CH:11]=[CH:12][CH:13]=[CH:14][C:15]=3[C:6]=2[N:5]([CH3:26])[C:4]=1[C:27]([NH:29][CH:30]1[CH2:31][CH2:32][N:33]([C:36]2[CH:37]=[CH:38][N:39]=[CH:40][CH:41]=2)[CH2:34][CH2:35]1)=[O:28]. The yield is 0.170. (4) The reactants are [CH2:1](Br)[CH2:2][CH2:3][CH2:4][CH2:5][CH2:6][CH2:7][CH3:8].[C:10]([NH:13][C:14]1[CH:19]=[CH:18][CH:17]=[CH:16][CH:15]=1)(=[O:12])[CH3:11].[OH-].[K+].O. The catalyst is CS(C)=O. The product is [C:10]([N:13]([CH2:1][CH2:2][CH2:3][CH2:4][CH2:5][CH2:6][CH2:7][CH3:8])[C:14]1[CH:19]=[CH:18][CH:17]=[CH:16][CH:15]=1)(=[O:12])[CH3:11]. The yield is 0.980. (5) The reactants are [Cl:1][C:2]1[CH:10]=CC(C(O)=O)=[C:4](C)[CH:3]=1.B.[CH2:13]1[CH2:17][O:16][CH2:15][CH2:14]1.CO. The catalyst is C1COCC1. The product is [Cl:1][C:2]1[CH:10]=[C:13]([CH2:17][OH:16])[CH:14]=[CH:15][C:3]=1[CH3:4]. The yield is 0.850.